From a dataset of NCI-60 drug combinations with 297,098 pairs across 59 cell lines. Regression. Given two drug SMILES strings and cell line genomic features, predict the synergy score measuring deviation from expected non-interaction effect. (1) Drug 1: C(CC(=O)O)C(=O)CN.Cl. Drug 2: CC(C)CN1C=NC2=C1C3=CC=CC=C3N=C2N. Cell line: OVCAR-4. Synergy scores: CSS=1.81, Synergy_ZIP=-1.98, Synergy_Bliss=-0.491, Synergy_Loewe=-1.50, Synergy_HSA=-1.45. (2) Drug 1: C(CC(=O)O)C(=O)CN.Cl. Drug 2: COC1=C2C(=CC3=C1OC=C3)C=CC(=O)O2. Cell line: CAKI-1. Synergy scores: CSS=5.64, Synergy_ZIP=-3.66, Synergy_Bliss=-1.90, Synergy_Loewe=-5.61, Synergy_HSA=-4.54. (3) Drug 1: CC1OCC2C(O1)C(C(C(O2)OC3C4COC(=O)C4C(C5=CC6=C(C=C35)OCO6)C7=CC(=C(C(=C7)OC)O)OC)O)O. Drug 2: COC1=C2C(=CC3=C1OC=C3)C=CC(=O)O2. Cell line: ACHN. Synergy scores: CSS=52.1, Synergy_ZIP=-1.55, Synergy_Bliss=-2.97, Synergy_Loewe=-27.1, Synergy_HSA=-4.09. (4) Drug 1: CC1=CC=C(C=C1)C2=CC(=NN2C3=CC=C(C=C3)S(=O)(=O)N)C(F)(F)F. Drug 2: CC1=C(C=C(C=C1)C(=O)NC2=CC(=CC(=C2)C(F)(F)F)N3C=C(N=C3)C)NC4=NC=CC(=N4)C5=CN=CC=C5. Cell line: EKVX. Synergy scores: CSS=-3.54, Synergy_ZIP=1.18, Synergy_Bliss=-2.41, Synergy_Loewe=-7.60, Synergy_HSA=-6.27. (5) Drug 1: CCC1=CC2CC(C3=C(CN(C2)C1)C4=CC=CC=C4N3)(C5=C(C=C6C(=C5)C78CCN9C7C(C=CC9)(C(C(C8N6C)(C(=O)OC)O)OC(=O)C)CC)OC)C(=O)OC.C(C(C(=O)O)O)(C(=O)O)O. Drug 2: CC1C(C(CC(O1)OC2CC(CC3=C2C(=C4C(=C3O)C(=O)C5=C(C4=O)C(=CC=C5)OC)O)(C(=O)CO)O)N)O.Cl. Cell line: SF-295. Synergy scores: CSS=37.4, Synergy_ZIP=-1.27, Synergy_Bliss=0.0940, Synergy_Loewe=-1.39, Synergy_HSA=2.61. (6) Drug 1: C1CCC(CC1)NC(=O)N(CCCl)N=O. Drug 2: C1CN(CCN1C(=O)CCBr)C(=O)CCBr. Cell line: SF-539. Synergy scores: CSS=42.0, Synergy_ZIP=-3.60, Synergy_Bliss=0.00956, Synergy_Loewe=-9.76, Synergy_HSA=-1.87. (7) Drug 1: C1=NC(=NC(=O)N1C2C(C(C(O2)CO)O)O)N. Drug 2: C1CN(CCN1C(=O)CCBr)C(=O)CCBr. Cell line: MOLT-4. Synergy scores: CSS=81.8, Synergy_ZIP=4.56, Synergy_Bliss=4.73, Synergy_Loewe=5.65, Synergy_HSA=8.23. (8) Drug 2: C1CNP(=O)(OC1)N(CCCl)CCCl. Synergy scores: CSS=1.47, Synergy_ZIP=0.556, Synergy_Bliss=0.431, Synergy_Loewe=0.366, Synergy_HSA=0.456. Cell line: SK-MEL-28. Drug 1: CN(C(=O)NC(C=O)C(C(C(CO)O)O)O)N=O.